This data is from Forward reaction prediction with 1.9M reactions from USPTO patents (1976-2016). The task is: Predict the product of the given reaction. (1) Given the reactants [CH:1](=O)[CH:2]=[CH:3][C:4]1[CH:9]=[CH:8][CH:7]=[CH:6][CH:5]=1.[CH:11](=[O:16])[CH2:12][CH2:13][CH2:14][CH3:15].[OH-].[Na+], predict the reaction product. The product is: [CH2:13]([C:12](=[CH:1][CH:2]=[CH:3][C:4]1[CH:9]=[CH:8][CH:7]=[CH:6][CH:5]=1)[CH:11]=[O:16])[CH2:14][CH3:15]. (2) Given the reactants [CH2:1]([O:3][C:4](=[O:22])[C:5]([CH3:21])([O:14][C:15]1[CH:20]=[CH:19][CH:18]=[CH:17][CH:16]=1)[CH2:6][C:7]1[CH:12]=[CH:11][C:10]([OH:13])=[CH:9][CH:8]=1)[CH3:2].[CH2:23](Br)[CH:24]=[CH2:25].C(=O)([O-])[O-].[K+].[K+], predict the reaction product. The product is: [CH2:1]([O:3][C:4](=[O:22])[C:5]([CH3:21])([O:14][C:15]1[CH:20]=[CH:19][CH:18]=[CH:17][CH:16]=1)[CH2:6][C:7]1[CH:12]=[CH:11][C:10]([O:13][CH2:25][CH:24]=[CH2:23])=[CH:9][CH:8]=1)[CH3:2]. (3) Given the reactants [C:1]([O:5][C:6](=[O:27])[NH:7][C:8]1[CH:13]=[CH:12][C:11]([C:14]2[C:23]3[C:18](=[CH:19][CH:20]=[CH:21][CH:22]=3)[CH:17]=[CH:16][CH:15]=2)=[CH:10][C:9]=1[N+:24]([O-])=O)([CH3:4])([CH3:3])[CH3:2], predict the reaction product. The product is: [C:1]([O:5][C:6](=[O:27])[NH:7][C:8]1[CH:13]=[CH:12][C:11]([C:14]2[C:23]3[C:18](=[CH:19][CH:20]=[CH:21][CH:22]=3)[CH:17]=[CH:16][CH:15]=2)=[CH:10][C:9]=1[NH2:24])([CH3:4])([CH3:2])[CH3:3]. (4) Given the reactants C(N(CC)CC)C.Cl.[Cl:9][CH2:10][C:11]1[N:12]([CH2:24][CH2:25][CH2:26][NH2:27])[C:13]2[C:22]3[N:21]=[CH:20][CH:19]=[CH:18][C:17]=3[N:16]=[CH:15][C:14]=2[N:23]=1.[CH3:28][S:29](O[S:29]([CH3:28])(=[O:31])=[O:30])(=[O:31])=[O:30], predict the reaction product. The product is: [Cl:9][CH2:10][C:11]1[N:12]([CH2:24][CH2:25][CH2:26][NH:27][S:29]([CH3:28])(=[O:31])=[O:30])[C:13]2[C:22]3[N:21]=[CH:20][CH:19]=[CH:18][C:17]=3[N:16]=[CH:15][C:14]=2[N:23]=1. (5) Given the reactants [NH2:1][C@H:2]([CH2:37][OH:38])[CH2:3][CH2:4][C:5]1[C:10]([F:11])=[CH:9][CH:8]=[CH:7][C:6]=1[NH:12][C:13](=[O:36])[CH:14]([O:28][CH2:29][C:30]1[CH:35]=[CH:34][CH:33]=[CH:32][CH:31]=1)[CH:15]([C:22]1[CH:27]=[CH:26][CH:25]=[CH:24][CH:23]=1)[C:16]1[CH:21]=[CH:20][CH:19]=[CH:18][CH:17]=1.[C:39]1([S:45](Cl)(=[O:47])=[O:46])[CH:44]=[CH:43][CH:42]=[CH:41][CH:40]=1, predict the reaction product. The product is: [CH2:29]([O:28][CH:14]([CH:15]([C:22]1[CH:23]=[CH:24][CH:25]=[CH:26][CH:27]=1)[C:16]1[CH:21]=[CH:20][CH:19]=[CH:18][CH:17]=1)[C:13]([NH:12][C:6]1[CH:7]=[CH:8][CH:9]=[C:10]([F:11])[C:5]=1[CH2:4][CH2:3][C@H:2]([NH:1][S:45]([C:39]1[CH:44]=[CH:43][CH:42]=[CH:41][CH:40]=1)(=[O:47])=[O:46])[CH2:37][OH:38])=[O:36])[C:30]1[CH:31]=[CH:32][CH:33]=[CH:34][CH:35]=1. (6) Given the reactants CS(O[CH2:6][CH2:7][C@H:8]1[CH2:19][CH2:18][C:17]2[S:16][C:15]3[N:14]=[CH:13][N:12]=[C:11]([O:20][CH:21]4[CH2:26][CH2:25][CH:24]([N:27]([CH3:36])[CH2:28][C:29](=[O:35])[N:30]5[CH2:34][CH2:33][CH2:32][CH2:31]5)[CH2:23][CH2:22]4)[C:10]=3[C:9]1=2)(=O)=O.[C-:37]#[N:38].[Na+], predict the reaction product. The product is: [CH3:36][N:27]([CH2:28][C:29](=[O:35])[N:30]1[CH2:34][CH2:33][CH2:32][CH2:31]1)[CH:24]1[CH2:23][CH2:22][CH:21]([O:20][C:11]2[C:10]3[C:9]4[C@@H:8]([CH2:7][CH2:6][C:37]#[N:38])[CH2:19][CH2:18][C:17]=4[S:16][C:15]=3[N:14]=[CH:13][N:12]=2)[CH2:26][CH2:25]1. (7) Given the reactants [NH2:1][C:2]1[CH:10]=[CH:9][C:8]([CH3:11])=[CH:7][C:3]=1[C:4]([OH:6])=[O:5].[Br:12]Br, predict the reaction product. The product is: [NH2:1][C:2]1[C:10]([Br:12])=[CH:9][C:8]([CH3:11])=[CH:7][C:3]=1[C:4]([OH:6])=[O:5].